From a dataset of Full USPTO retrosynthesis dataset with 1.9M reactions from patents (1976-2016). Predict the reactants needed to synthesize the given product. Given the product [F:1][C:2]([F:35])([F:36])[S:3]([O:6][C:7]1[C:12]([O:13][CH3:14])=[C:11]([NH:37][C:38]2[S:39][C:40]([C:43]#[N:44])=[CH:41][N:42]=2)[N:10]=[C:9]([N:23]2[CH2:27][CH2:26][CH2:25][C@H:24]2[C:28]2[CH:33]=[CH:32][C:31]([CH3:34])=[CH:30][CH:29]=2)[N:8]=1)(=[O:4])=[O:5], predict the reactants needed to synthesize it. The reactants are: [F:1][C:2]([F:36])([F:35])[S:3]([O:6][C:7]1[C:12]([O:13][CH3:14])=[C:11](OS(C(F)(F)F)(=O)=O)[N:10]=[C:9]([N:23]2[CH2:27][CH2:26][CH2:25][C@H:24]2[C:28]2[CH:33]=[CH:32][C:31]([CH3:34])=[CH:30][CH:29]=2)[N:8]=1)(=[O:5])=[O:4].[NH2:37][C:38]1[S:39][C:40]([C:43]#[N:44])=[CH:41][N:42]=1.CC1(C)C2C(=C(P(C3C=CC=CC=3)C3C=CC=CC=3)C=CC=2)OC2C(P(C3C=CC=CC=3)C3C=CC=CC=3)=CC=CC1=2.P([O-])([O-])([O-])=O.[K+].[K+].[K+].